This data is from Forward reaction prediction with 1.9M reactions from USPTO patents (1976-2016). The task is: Predict the product of the given reaction. Given the reactants [C:1]1([N:7]2[C:11]([NH:12][C:13](=[O:21])OC3C=CC=CC=3)=[C:10]3[CH2:22][S:23][CH2:24][C:9]3=[N:8]2)[CH:6]=[CH:5][CH:4]=[CH:3][CH:2]=1.[CH:25]1([C:29]2[CH:34]=[CH:33][C:32]([CH2:35][O:36][CH3:37])=[CH:31][C:30]=2[CH2:38][NH2:39])[CH2:28][CH2:27][CH2:26]1.C(N(C(C)C)C(C)C)C, predict the reaction product. The product is: [CH:25]1([C:29]2[CH:34]=[CH:33][C:32]([CH2:35][O:36][CH3:37])=[CH:31][C:30]=2[CH2:38][NH:39][C:13]([NH:12][C:11]2[N:7]([C:1]3[CH:2]=[CH:3][CH:4]=[CH:5][CH:6]=3)[N:8]=[C:9]3[CH2:24][S:23][CH2:22][C:10]=23)=[O:21])[CH2:26][CH2:27][CH2:28]1.